From a dataset of Hepatocyte clearance measurements from AstraZeneca. Regression/Classification. Given a drug SMILES string, predict its absorption, distribution, metabolism, or excretion properties. Task type varies by dataset: regression for continuous measurements (e.g., permeability, clearance, half-life) or binary classification for categorical outcomes (e.g., BBB penetration, CYP inhibition). For this dataset (clearance_hepatocyte_az), we predict log10(clearance) (log10 of the in vitro intrinsic clearance, CLint, in uL/min per 10^6 hepatocytes; values are censored to the assay range of 3 to 150, which is 0.477 to 2.18 on this log10 scale). (1) The compound is O=C(c1cccc(Cc2n[nH]c(=O)c3ccccc23)c1)N1CCN(c2ncccn2)CC1. The log10(clearance) is 2.00. (2) The drug is N#CC1(NC(=O)[C@@H]2CCCC[C@H]2C(=O)N2CCN(c3nc4c(s3)COCC4)CC2)CC1. The log10(clearance) is 0.480. (3) The compound is COc1ccccc1CN1C(=O)c2ccccc2C1C(=O)NC1CCC(C)CC1. The log10(clearance) is 2.18. (4) The molecule is NC(=O)c1ccn2c(-c3ccccc3)c(-c3ccc(C4(N)CCC4)cc3)nc2c1. The log10(clearance) is 0.570. (5) The compound is CC(CO)(CO)Nc1nc(SCc2cccc(F)c2F)nc2nc(N)sc12. The log10(clearance) is 0.850.